The task is: Predict the product of the given reaction.. This data is from Forward reaction prediction with 1.9M reactions from USPTO patents (1976-2016). Given the reactants [CH2:1]([O:3][C:4]([C:6]1([CH3:27])[CH2:11][CH2:10][N:9]([C:12]2[CH2:26][C:15]3([CH2:18][N:17]([C:19](OC(C)(C)C)=O)[CH2:16]3)[O:14][N:13]=2)[CH2:8][CH2:7]1)=[O:5])[CH3:2].[CH:28]1([C:31]2[O:32][C:33]3[C:39]([O:40][CH2:41][CH3:42])=[CH:38][C:37](C=O)=[CH:36][C:34]=3[CH:35]=2)[CH2:30][CH2:29]1, predict the reaction product. The product is: [CH:28]1([C:31]2[O:32][C:33]3[C:39]([O:40][CH2:41][CH3:42])=[CH:38][C:37]([CH2:19][N:17]4[CH2:18][C:15]5([CH2:26][C:12]([N:9]6[CH2:8][CH2:7][C:6]([CH3:27])([C:4]([O:3][CH2:1][CH3:2])=[O:5])[CH2:11][CH2:10]6)=[N:13][O:14]5)[CH2:16]4)=[CH:36][C:34]=3[CH:35]=2)[CH2:30][CH2:29]1.